Dataset: Forward reaction prediction with 1.9M reactions from USPTO patents (1976-2016). Task: Predict the product of the given reaction. (1) Given the reactants C(O[C:6]([N:8]1[CH2:15][C:14](=[O:16])[CH2:13][C@H:9]1[C:10]([OH:12])=O)=[O:7])(C)(C)C.[Cl:17][C:18]1[CH:23]=[C:22]([N:24]=C=O)[CH:21]=[C:20]([Cl:27])[CH:19]=1.[N:28]1[S:29][N:30]=[C:31]2[C:36]([NH2:37])=[CH:35][CH:34]=[CH:33][C:32]=12, predict the reaction product. The product is: [N:28]1[S:29][N:30]=[C:31]2[C:36]([NH:37][C:10]([C@@H:9]3[CH2:13][C:14](=[O:16])[CH2:15][N:8]3[C:6]([NH:24][C:22]3[CH:23]=[C:18]([Cl:17])[CH:19]=[C:20]([Cl:27])[CH:21]=3)=[O:7])=[O:12])=[CH:35][CH:34]=[CH:33][C:32]=12. (2) Given the reactants I[C:2]1[CH:7]=[CH:6][C:5]([C:8]2([C:21]3[CH:26]=[CH:25][C:24]([I:27])=[CH:23][CH:22]=3)[C:20]3[CH:19]=[CH:18][CH:17]=[CH:16][C:15]=3[C:14]3[C:9]2=[CH:10][CH:11]=[CH:12][CH:13]=3)=[CH:4][CH:3]=1.[CH:28]1[C:40]2[NH:39][C:38]3[C:33](=[CH:34][CH:35]=[CH:36][CH:37]=3)[C:32]=2[CH:31]=[CH:30][CH:29]=1.C(=O)([O-])[O-].[K+].[K+].CS(C)=O, predict the reaction product. The product is: [CH:37]1[C:38]2[N:39]([C:2]3[CH:3]=[CH:4][C:5]([C:8]4([C:21]5[CH:26]=[CH:25][C:24]([I:27])=[CH:23][CH:22]=5)[C:20]5[CH:19]=[CH:18][CH:17]=[CH:16][C:15]=5[C:14]5[C:9]4=[CH:10][CH:11]=[CH:12][CH:13]=5)=[CH:6][CH:7]=3)[C:40]3[C:32](=[CH:31][CH:30]=[CH:29][CH:28]=3)[C:33]=2[CH:34]=[CH:35][CH:36]=1. (3) Given the reactants [OH:1][C:2]1[CH:11]=[CH:10][C:5]2[S:6][C:7](=[O:9])[O:8][C:4]=2[CH:3]=1.[CH2:12](O)[C:13]1[CH:18]=[CH:17][CH:16]=[CH:15][CH:14]=1.C1(P(C2C=CC=CC=2)C2C=CC=CC=2)C=CC=CC=1.CC(OC(/N=N/C(OC(C)C)=O)=O)C, predict the reaction product. The product is: [CH2:12]([O:1][C:2]1[CH:11]=[CH:10][C:5]2[S:6][C:7](=[O:9])[O:8][C:4]=2[CH:3]=1)[C:13]1[CH:18]=[CH:17][CH:16]=[CH:15][CH:14]=1. (4) Given the reactants C(=O)([O-])[O-].[K+].[K+].Br[CH2:8][CH:9]1[CH2:11][CH2:10]1.[CH3:12][C:13]1[CH:18]=[CH:17][C:16]([OH:19])=[CH:15][C:14]=1[N+:20]([O-:22])=[O:21], predict the reaction product. The product is: [CH:11]1([CH2:10][O:19][C:16]2[CH:17]=[CH:18][C:13]([CH3:12])=[C:14]([N+:20]([O-:22])=[O:21])[CH:15]=2)[CH2:9][CH2:8]1. (5) Given the reactants Cl[C:2]1[CH:7]=[CH:6][C:5]([C:8]2[CH:13]=[CH:12][CH:11]=[CH:10][CH:9]=2)=[CH:4][CH:3]=1.[O:14]1CCOC[CH2:15]1.C1(P(C2CCCCC2)C2C=CC=CC=2C2C(OC)=CC=CC=2OC)CCCCC1.P([O-])([O-])([O-])=O.[K+].[K+].[K+], predict the reaction product. The product is: [C:5]1([C:8]2[CH:13]=[CH:12][CH:11]=[CH:10][CH:9]=2)[CH:6]=[CH:7][C:2]([CH2:15][OH:14])=[CH:3][CH:4]=1. (6) Given the reactants C[O:2][C:3](=O)[C@@H:4]([O:6][C:7]1[C:16]([N+:17]([O-])=O)=[CH:15][C:10]([C:11]([O:13][CH3:14])=[O:12])=[CH:9][N:8]=1)[CH3:5], predict the reaction product. The product is: [CH3:5][C@@H:4]1[O:6][C:7]2[N:8]=[CH:9][C:10]([C:11]([O:13][CH3:14])=[O:12])=[CH:15][C:16]=2[NH:17][C:3]1=[O:2].